This data is from Experimentally validated miRNA-target interactions with 360,000+ pairs, plus equal number of negative samples. The task is: Binary Classification. Given a miRNA mature sequence and a target amino acid sequence, predict their likelihood of interaction. (1) The miRNA is hsa-miR-646 with sequence AAGCAGCUGCCUCUGAGGC. The protein sequence of the target gene is MEDYIKIEKIGEGTYGVVYKGRHRVTGQIVAMKKIRLESEEEGVPSTAIREISLLKELRHPNIVSLQDVLMQDSRLYLIFEFLSMDLKKYLDSIPPGQFMDSSLVKSYLHQILQGIVFCHSRRVLHRDLKPQNLLIDDKGTIKLADFGLARAFGIPIRVYTHEVVTLWYRSPEVLLGSARYSTPVDIWSIGTIFAELATKKPLFHGDSEIDQLFRIFRALGTPNNEVWPEVESLQDYKNTFPKWKPGSLASHVKNLDENGLDLLSKMLVYDPAKRISGKMALKHPYFDDLDNQIKKM. Result: 0 (no interaction). (2) The miRNA is hsa-miR-6889-5p with sequence UCGGGGAGUCUGGGGUCCGGAAU. The protein sequence of the target gene is MELREEAWSPGPLDSEDQQMASHENPVDILIMDDDDVPSWPPTKLSPPQSAPPAGPPPRPRPPAPYICNECGKSFSHWSKLTRHQRTHTGERPNACADCGKTFSQSSHLVQHRRIHTGEKPYACLECGKRFSWSSNLMQHQRIHTGEKPYTCPDCGRSFTQSKSLAKHRRSHSGLKPFVCPRCGRGFSQPKSLARHLRLHPELSGPGVAAKVLAASVRRAKGPEEAVAADGEIAIPVGDGEGIIVVGAPGEGAAAAAAMAGAGAKAAGPRSRRAPAPKPYVCLECGKGFGHGAGLLAHQR.... Result: 1 (interaction). (3) The miRNA is mmu-miR-344e-3p with sequence GAUAUAACCAAAGCCUGACUAU. The protein sequence of the target gene is MASDTPESLMALCTDFCLRNLDGTLGYLLDKETLRLHPDIFLPSEICDQLVNEYVELVSAACTFEPHETFFSLFSDPRSTRLTRIHLREDLVQDQDLEAIRKQDLVELYLTNCEKLSAKSLQTLRSFRHSLVSLSLSGCANIFYEEDNPGGCEDECLVNPTCQVLVKDFTFEGFSRLRFLNLGRMIDGIPVESLLRPLNSLAALDLSGIQTSDATFLTQWKDSLMSLVLYNMDLSDDHIRVIVQLHKLRSKILTCGPHLISSHLDISRDRLSSYYKFKLTRKVLSLLVQKLGNLMSLDIS.... Result: 1 (interaction). (4) The miRNA is hsa-miR-522-3p with sequence AAAAUGGUUCCCUUUAGAGUGU. The protein sequence of the target gene is MPRLPVKKIRKQMKLLLLLLLLSCAAWLTYVHLGLVRQGRALRQRLGYGRDGEKLTSETDGRGVHAAPSTQRAEDSSESREEEQAPEGRDLDMLFPGGAGRLPLNFTHQTPPWREEYKGQVNLHVFEDWCGGAVGHLRRNLHFPLFPHTRTTVKKLAVSPKWKNYGLRIFGFIHPARDGDVQFSVASDDNSEFWLSLDESPAAAQLVAFVGKTGSEWTAPGEFTKFSSQVSKPRRLMASRRYYFELLHKQDDRGSDHVEVGWRAFLPGLKFEVISSAHISLYTDESALKMDHVAHVPQSP.... Result: 0 (no interaction). (5) The miRNA is hsa-miR-548bb-5p with sequence AAAAGUAACUAUGGUUUUUGCC. Result: 0 (no interaction). The protein sequence of the target gene is MAENGESSGPPRPSRGPAAAPGAASPPAEPKIIKVTVKTPKEKEEFAVPENSTVQQFKEAISKRFKSQTDQLVLIFAGKILKDQDTLMQHGIHDGLTVHLVIKSQNRPQGQATTQPSTTAGTSTTTTTTTTAAAPAATTSSAPRSSSTPTTTNSSSFGLGSLSSLSNLGLNSPNFTELQNQMQQQLLASPEMMIQIMENPFVQSMLSNPDLMRQLIMANPQMQQLIQRNPEISHLLNNPDIMRQTLEIARNPAMMQEMMRNQDLALSNLESIPGGYNALRRMYTDIQEPMLNAAQEQFGG.... (6) The miRNA is mmu-miR-673-5p with sequence CUCACAGCUCUGGUCCUUGGAG. The protein sequence of the target gene is MAAMAPGGSGSGGGVNPFLSDSDEDDDEVAATEERRAVLRLGAGSGLDPGSAGSLSPQDPVALGSSARPGLPGEASAAAVALGGTGETPARLSIDAIAAQLLRDQYLLTALELHTELLESGRELPRLRDYFSNPGNFERQSGTPPGMGAPGVPGAAGVGGAGGREPSTASGGGQLNRAGSISTLDSLDFARYSDDGNRETDEKVAVLEFELRKAKETIQALRANLTKAAEHEVPLQERKNYKSSPEIQEPIKPLEKRALNFLVNEFLLKNNYKLTSITFSDENDDQDFELWDDVGLNIPK.... Result: 0 (no interaction). (7) The miRNA is hsa-miR-623 with sequence AUCCCUUGCAGGGGCUGUUGGGU. The protein sequence of the target gene is MAQALLVPPGPESFRLFTRESLAAIEKRAAEEKAKKPKKEQDIDDENKPKPNSDLEAGKNLPFIYGDIPPEMVSEPLEDLDPYYVSKKTFVVLNKGKAIFRFSATSALYILTPLNPVRKIAIKILVHSLFSMLIMCTILTNCVFMTLSNPPDWTKNVEYTFTGIYTFESLIKILARGFCLEDFTFLRDPWNWLDFSVIVMAYVTEFVDLGNVSALRTFRVLRALKTISVIPGLKTIVGALIQSVKKLSDVMILTVFCLSVFALIGLQLFMGNLRNKCLQWPPSDSAFEINTTSYFNGTMD.... Result: 0 (no interaction).